Dataset: SARS-CoV-2 main protease (3CLPro) crystallographic fragment screen with 879 compounds. Task: Binary Classification. Given a drug SMILES string, predict its activity (active/inactive) in a high-throughput screening assay against a specified biological target. (1) The compound is CCn1cc(CCO)cn1. The result is 0 (inactive). (2) The molecule is CCNc1ccc(C#N)cn1. The result is 1 (active).